From a dataset of Reaction yield outcomes from USPTO patents with 853,638 reactions. Predict the reaction yield, written as a fraction of the theoretical maximum amount of product (1.0 means a 100% yield; for example, 0.34 means a 34% yield). (1) The reactants are [F:1][C:2]1[CH:7]=[CH:6][C:5]([C@@H:8]2[CH2:13][C:12](=[O:14])[CH:11]=[CH:10][NH:9]2)=[CH:4][CH:3]=1.[Li]CCCC.[Br:20][C:21]1[CH:26]=[C:25]([O:27][CH3:28])[C:24]([O:29][CH3:30])=[CH:23][C:22]=1[N:31]=[C:32]=[O:33]. The catalyst is C1COCC1. The product is [Br:20][C:21]1[CH:26]=[C:25]([O:27][CH3:28])[C:24]([O:29][CH3:30])=[CH:23][C:22]=1[NH:31][C:32]([N:9]1[CH:10]=[CH:11][C:12](=[O:14])[CH2:13][C@H:8]1[C:5]1[CH:6]=[CH:7][C:2]([F:1])=[CH:3][CH:4]=1)=[O:33]. The yield is 0.610. (2) The reactants are C([O:3][C:4]([C:6]1[N:7]([CH2:15][C:16]#[N:17])[C:8]2[C:13]([CH:14]=1)=[CH:12][CH:11]=[CH:10][CH:9]=2)=[O:5])C.O[Li].O. The catalyst is C1COCC1.O. The product is [C:16]([CH2:15][N:7]1[C:8]2[C:13](=[CH:12][CH:11]=[CH:10][CH:9]=2)[CH:14]=[C:6]1[C:4]([OH:5])=[O:3])#[N:17]. The yield is 0.700. (3) The reactants are [Cl:1][C:2]1[CH:7]=[CH:6][CH:5]=[CH:4][C:3]=1[CH:8]=O.[CH3:10][CH2:11]C(=O)CC.B(F)(F)F.CCOCC.O. The catalyst is CCCCCC. The product is [Cl:1][C:2]1[CH:7]=[CH:6][CH:5]=[CH:4][C:3]=1/[CH:8]=[CH:10]/[CH3:11]. The yield is 0.580. (4) The yield is 1.00. The reactants are [CH3:1][C:2]1[N:7]=[C:6]([CH:8]=[O:9])[CH:5]=[CH:4][CH:3]=1.[CH3:10][Mg]Br. The product is [CH3:1][C:2]1[N:7]=[C:6]([CH:8]([OH:9])[CH3:10])[CH:5]=[CH:4][CH:3]=1. The catalyst is O1CCCC1. (5) The catalyst is C(OCC)(=O)C. The product is [C:1]([O:5][C:6]([N:8]1[CH2:9][CH2:10][N:11]([C:14]2[S:15][C:16]([CH2:19][C:20]([F:28])([F:21])[F:22])=[CH:17][N:18]=2)[CH2:12][CH2:13]1)=[O:7])([CH3:4])([CH3:2])[CH3:3]. The reactants are [C:1]([O:5][C:6]([N:8]1[CH2:13][CH2:12][N:11]([C:14]2[S:15][C:16]([CH:19]=[C:20]([F:22])[F:21])=[CH:17][N:18]=2)[CH2:10][CH2:9]1)=[O:7])([CH3:4])([CH3:3])[CH3:2].CS(C)=O.O.[F-:28].[K+]. The yield is 0.900.